This data is from Forward reaction prediction with 1.9M reactions from USPTO patents (1976-2016). The task is: Predict the product of the given reaction. Given the reactants [O:1]=[C:2]1[CH:11]=[CH:10][C:9]2[C:4](=[CH:5][C:6]([C:12]#[N:13])=[CH:7][CH:8]=2)[N:3]1[CH2:14][CH:15]=O.[C:17]([O:21][C:22]([NH:24][CH:25]1[CH2:30][CH2:29][NH:28][CH2:27][CH2:26]1)=[O:23])([CH3:20])([CH3:19])[CH3:18].[BH-](OC(C)=O)(OC(C)=O)OC(C)=O.[Na+], predict the reaction product. The product is: [C:12]([C:6]1[CH:5]=[C:4]2[C:9]([CH:10]=[CH:11][C:2](=[O:1])[N:3]2[CH2:14][CH2:15][N:28]2[CH2:27][CH2:26][CH:25]([NH:24][C:22](=[O:23])[O:21][C:17]([CH3:19])([CH3:18])[CH3:20])[CH2:30][CH2:29]2)=[CH:8][CH:7]=1)#[N:13].